Dataset: Reaction yield outcomes from USPTO patents with 853,638 reactions. Task: Predict the reaction yield, written as a fraction of the theoretical maximum amount of product (1.0 means a 100% yield; for example, 0.34 means a 34% yield). (1) The catalyst is CN(C=O)C.[Cl-].[Na+].O. The yield is 0.350. The reactants are [CH3:1][C:2]1[S:3][C:4]([C:10]2[CH:15]=[CH:14][CH:13]=[CH:12][CH:11]=2)=[C:5]([C:7]([OH:9])=O)[N:6]=1.CCN(C(C)C)C(C)C.CN(C(ON1N=NC2C=CC=CC1=2)=[N+](C)C)C.[B-](F)(F)(F)F.[F:47][C:48]1[CH:49]=[C:50]([F:64])[C:51]2[N:52]([CH:54]=[C:55]([CH2:57][C@@H:58]3[CH2:63][CH2:62][CH2:61][CH2:60][NH:59]3)[N:56]=2)[CH:53]=1. The product is [F:47][C:48]1[CH:49]=[C:50]([F:64])[C:51]2[N:52]([CH:54]=[C:55]([CH2:57][C@@H:58]3[CH2:63][CH2:62][CH2:61][CH2:60][N:59]3[C:7]([C:5]3[N:6]=[C:2]([CH3:1])[S:3][C:4]=3[C:10]3[CH:15]=[CH:14][CH:13]=[CH:12][CH:11]=3)=[O:9])[N:56]=2)[CH:53]=1. (2) The reactants are Br[C:2]1[CH:3]=[C:4]([C:8]2([C:19]3[CH:24]=[C:23]([CH3:25])[N:22]=[C:21]([CH:26]([F:28])[F:27])[CH:20]=3)[C:16]3[C:11](=[C:12]([F:17])[CH:13]=[CH:14][CH:15]=3)[C:10]([NH2:18])=[N:9]2)[CH:5]=[CH:6][CH:7]=1.[N:29]1[CH:34]=[C:33](B(O)O)[CH:32]=[N:31][CH:30]=1.C(=O)([O-])[O-].[Na+].[Na+]. The catalyst is C1COCC1.Cl[Pd]Cl.C1(P(C2C=CC=CC=2)[C-]2C=CC=C2)C=CC=CC=1.[C-]1(P(C2C=CC=CC=2)C2C=CC=CC=2)C=CC=C1.[Fe+2]. The product is [F:27][CH:26]([F:28])[C:21]1[CH:20]=[C:19]([C:8]2([C:4]3[CH:5]=[CH:6][CH:7]=[C:2]([C:33]4[CH:34]=[N:29][CH:30]=[N:31][CH:32]=4)[CH:3]=3)[C:16]3[C:11](=[C:12]([F:17])[CH:13]=[CH:14][CH:15]=3)[C:10]([NH2:18])=[N:9]2)[CH:24]=[C:23]([CH3:25])[N:22]=1. The yield is 0.270. (3) The reactants are [N+:1]([C:4]1[CH:5]=[C:6]2[C:10](=[CH:11][CH:12]=1)[CH2:9][N:8]([C:13]([O:15][C:16]([CH3:19])([CH3:18])[CH3:17])=[O:14])[CH2:7]2)([O-])=O. The catalyst is [Pd].C(O)C. The product is [NH2:1][C:4]1[CH:5]=[C:6]2[C:10](=[CH:11][CH:12]=1)[CH2:9][N:8]([C:13]([O:15][C:16]([CH3:19])([CH3:18])[CH3:17])=[O:14])[CH2:7]2. The yield is 0.990. (4) The reactants are [CH3:1][O:2][C:3](=[O:39])[CH2:4][CH2:5][N:6]([C:23]1([C:28](=[O:38])[NH:29][O:30]CC2C=CC=CC=2)[CH2:27][CH2:26][CH2:25][CH2:24]1)[S:7]([C:10]1[CH:15]=[CH:14][C:13]([C:16]2[CH:21]=[CH:20][C:19]([F:22])=[CH:18][CH:17]=2)=[CH:12][CH:11]=1)(=[O:9])=[O:8]. The catalyst is CO.[Pd]. The product is [CH3:1][O:2][C:3](=[O:39])[CH2:4][CH2:5][N:6]([S:7]([C:10]1[CH:11]=[CH:12][C:13]([C:16]2[CH:21]=[CH:20][C:19]([F:22])=[CH:18][CH:17]=2)=[CH:14][CH:15]=1)(=[O:9])=[O:8])[C:23]1([C:28](=[O:38])[NH:29][OH:30])[CH2:24][CH2:25][CH2:26][CH2:27]1. The yield is 1.00. (5) The reactants are [I:1][C:2]1[C:10]2[C:5](=[N:6][CH:7]=[N:8][C:9]=2[NH2:11])[NH:4][N:3]=1.O[C@H:13]1[CH2:18][CH2:17][CH2:16][N:15]([C:19]([O:21][C:22]([CH3:25])([CH3:24])[CH3:23])=[O:20])[CH2:14]1.C1(P(C2C=CC=CC=2)C2C=CC=CC=2)C=CC=CC=1.N(C(OC(C)C)=O)=NC(OC(C)C)=O. The catalyst is O1CCCC1. The product is [NH2:11][C:9]1[N:8]=[CH:7][N:6]=[C:5]2[N:4]([C@@H:17]3[CH2:18][CH2:13][CH2:14][N:15]([C:19]([O:21][C:22]([CH3:25])([CH3:24])[CH3:23])=[O:20])[CH2:16]3)[N:3]=[C:2]([I:1])[C:10]=12. The yield is 0.330. (6) The reactants are [CH3:1][O:2][C:3]1[CH:4]=[CH:5][C:6]2[C:10]([O:11][C:12]3[CH:17]=[CH:16][C:15](/[CH:18]=[CH:19]/[C:20]([O:22][CH3:23])=[O:21])=[CH:14][CH:13]=3)=[CH:9][S:8][C:7]=2[CH:24]=1.Br[C:26]1[CH:31]=[CH:30][CH:29]=[CH:28][C:27]=1[C@H:32]([OH:34])[CH3:33].CC(C)(C)C(O)=O.C(=O)([O-])[O-].[K+].[K+]. The catalyst is CC(N(C)C)=O. The product is [OH:34][C@@H:32]([C:27]1[CH:28]=[CH:29][CH:30]=[CH:31][C:26]=1[C:9]1[S:8][C:7]2[CH:24]=[C:3]([O:2][CH3:1])[CH:4]=[CH:5][C:6]=2[C:10]=1[O:11][C:12]1[CH:17]=[CH:16][C:15](/[CH:18]=[CH:19]/[C:20]([O:22][CH3:23])=[O:21])=[CH:14][CH:13]=1)[CH3:33]. The yield is 0.200. (7) The yield is 0.920. The catalyst is O1CCCC1. The reactants are [OH:1][CH2:2][CH2:3][NH:4][CH2:5][C:6]1[CH:7]=[C:8]([CH3:15])[CH:9]=[C:10]2[C:14]=1[NH:13][CH:12]=[CH:11]2.C(=O)([O-])[O-].[K+].[K+].[C:22](O[C:22]([O:24][C:25]([CH3:28])([CH3:27])[CH3:26])=[O:23])([O:24][C:25]([CH3:28])([CH3:27])[CH3:26])=[O:23].O. The product is [C:25]([O:24][C:22]([N:4]([CH2:5][C:6]1[CH:7]=[C:8]([CH3:15])[CH:9]=[C:10]2[C:14]=1[NH:13][CH:12]=[CH:11]2)[CH2:3][CH2:2][OH:1])=[O:23])([CH3:28])([CH3:27])[CH3:26]. (8) The reactants are [NH2:1][C:2]1([CH3:24])[CH2:7][CH2:6][CH2:5][N:4]([C:8]2[C:13]([Br:14])=[CH:12][N:11]=[C:10]3[NH:15][CH:16]=[C:17]([NH:18][C:19](=[O:23])[CH2:20][O:21][CH3:22])[C:9]=23)[CH2:3]1.[ClH:25]. The catalyst is CO.O1CCOCC1. The product is [ClH:25].[NH2:1][C:2]1([CH3:24])[CH2:7][CH2:6][CH2:5][N:4]([C:8]2[C:13]([Br:14])=[CH:12][N:11]=[C:10]3[NH:15][CH:16]=[C:17]([NH:18][C:19](=[O:23])[CH2:20][O:21][CH3:22])[C:9]=23)[CH2:3]1. The yield is 0.550.